This data is from Full USPTO retrosynthesis dataset with 1.9M reactions from patents (1976-2016). The task is: Predict the reactants needed to synthesize the given product. (1) Given the product [CH3:1][O:2][C:3]([C:5]1([CH:12]=[N:28][O:27][CH2:20][C:21]2[CH:26]=[CH:25][CH:24]=[CH:23][CH:22]=2)[CH2:6][CH2:7][CH2:8][CH2:9][CH2:10][CH2:11]1)=[O:4], predict the reactants needed to synthesize it. The reactants are: [CH3:1][O:2][C:3]([C:5]1([CH:12]=O)[CH2:11][CH2:10][CH2:9][CH2:8][CH2:7][CH2:6]1)=[O:4].C([O-])(=O)C.[Na+].Cl.[CH2:20]([O:27][NH2:28])[C:21]1[CH:26]=[CH:25][CH:24]=[CH:23][CH:22]=1. (2) Given the product [Cl:1][C:2]1[CH:3]=[CH:4][C:5]([C:8]2[CH:9]=[C:10]([NH:20][C:27]([C:25]3[C:24]([CH3:30])=[N:23][N:22]([CH3:21])[CH:26]=3)=[O:28])[CH:11]=[N:12][C:13]=2[O:14][CH2:15][C:16]([F:17])([F:18])[F:19])=[CH:6][CH:7]=1, predict the reactants needed to synthesize it. The reactants are: [Cl:1][C:2]1[CH:7]=[CH:6][C:5]([C:8]2[CH:9]=[C:10]([NH2:20])[CH:11]=[N:12][C:13]=2[O:14][CH2:15][C:16]([F:19])([F:18])[F:17])=[CH:4][CH:3]=1.[CH3:21][N:22]1[CH:26]=[C:25]([C:27](O)=[O:28])[C:24]([CH3:30])=[N:23]1. (3) The reactants are: B(O)(O)[C@H]1N(C([C@@H](N)C(C)C)=O)CCC1.CS(O)(=O)=O.[Br-].[CH2:22]([O:24][C:25]([CH2:27][P+:28]([C:41]1[CH:46]=[CH:45][CH:44]=[CH:43][CH:42]=1)([C:35]1[CH:40]=[CH:39][CH:38]=[CH:37][CH:36]=1)[C:29]1[CH:34]=[CH:33][CH:32]=[CH:31][CH:30]=1)=[O:26])[CH3:23].O.[OH-].[Na+]. Given the product [C:25]([CH:27]=[P:28]([C:41]1[CH:46]=[CH:45][CH:44]=[CH:43][CH:42]=1)([C:29]1[CH:30]=[CH:31][CH:32]=[CH:33][CH:34]=1)[C:35]1[CH:40]=[CH:39][CH:38]=[CH:37][CH:36]=1)([O:24][CH2:22][CH3:23])=[O:26], predict the reactants needed to synthesize it.